The task is: Regression/Classification. Given a drug SMILES string, predict its absorption, distribution, metabolism, or excretion properties. Task type varies by dataset: regression for continuous measurements (e.g., permeability, clearance, half-life) or binary classification for categorical outcomes (e.g., BBB penetration, CYP inhibition). For this dataset (lipophilicity_astrazeneca), we predict Y.. This data is from Experimental lipophilicity measurements (octanol/water distribution) for 4,200 compounds from AstraZeneca. (1) The drug is N[C@H](Cc1c[nH]c2ccccc12)C(=O)O. The Y is -0.920 logD. (2) The drug is CC(=O)Nc1ccc2c(c1)c(Sc1ccc(Cl)cc1)c(C)n2CC(=O)O. The Y is 0.200 logD. (3) The drug is O=C(NCC1(O)CCCCCC1)c1cc(-n2ncc(=O)[nH]c2=O)ccc1Cl. The Y is 0.260 logD. (4) The compound is CCN(C(=O)Cc1ccc(S(C)(=O)=O)cc1)C1CCN(CCC(c2ccccc2)c2ccc(S(C)(=O)=O)cc2)CC1. The Y is 1.73 logD. (5) The compound is Cn1cc(C#N)cc1-c1c2c(=O)n(CC#N)c(=O)n(CC3CC3)c2nn1Cc1ccnc2ccc(Cl)cc12. The Y is 3.33 logD. (6) The compound is Cc1cccc(Nc2ccncc2S(=O)(=O)NC(=O)NC(C)C)c1. The Y is 0.300 logD. (7) The Y is 2.64 logD. The molecule is Cc1ccc(C(=O)NC2CCN(c3cc(C(N)=O)cc(Cl)n3)CC2)[nH]1.